This data is from Reaction yield outcomes from USPTO patents with 853,638 reactions. The task is: Predict the reaction yield, written as a fraction of the theoretical maximum amount of product (1.0 means a 100% yield; for example, 0.34 means a 34% yield). (1) The reactants are [C:1]([O:5][C:6]([N:8]1[CH2:13][CH2:12][N:11]([C:14]2[CH:19]=[CH:18][C:17]([C:20](O)=[O:21])=[CH:16][N:15]=2)[C@H:10]([CH3:23])[CH2:9]1)=[O:7])([CH3:4])([CH3:3])[CH3:2].C(Cl)CCl.C1C=NC2N(O)N=NC=2C=1.CC(N(C)C)=O.[Br:44][C:45]1[CH:51]=[CH:50][C:48]([NH2:49])=[CH:47][C:46]=1[F:52].C(N(CC)C(C)C)(C)C. No catalyst specified. The product is [C:1]([O:5][C:6]([N:8]1[CH2:13][CH2:12][N:11]([C:14]2[CH:19]=[CH:18][C:17]([C:20](=[O:21])[NH:49][C:48]3[CH:50]=[CH:51][C:45]([Br:44])=[C:46]([F:52])[CH:47]=3)=[CH:16][N:15]=2)[C@H:10]([CH3:23])[CH2:9]1)=[O:7])([CH3:2])([CH3:4])[CH3:3]. The yield is 0.400. (2) The catalyst is CO.O. The reactants are [Cl:1][C:2]1[C:7]([C:8]([O:10]CC)=[O:9])=[CH:6][CH:5]=[C:4]([C:13]#[C:14][CH:15]2[CH2:17][CH2:16]2)[N:3]=1.[OH-].[Li+]. The product is [Cl:1][C:2]1[N:3]=[C:4]([C:13]#[C:14][CH:15]2[CH2:17][CH2:16]2)[CH:5]=[CH:6][C:7]=1[C:8]([OH:10])=[O:9]. The yield is 0.570. (3) The reactants are C([O:3][C:4]([C:6]1[CH:10]=[C:9]([CH:11]2[CH2:16][CH2:15][CH2:14][CH2:13][CH2:12]2)[O:8][C:7]=1[CH3:17])=[O:5])C.[OH-].[Na+].Cl. The catalyst is C(O)C.O. The product is [CH:11]1([C:9]2[O:8][C:7]([CH3:17])=[C:6]([C:4]([OH:5])=[O:3])[CH:10]=2)[CH2:12][CH2:13][CH2:14][CH2:15][CH2:16]1. The yield is 0.760. (4) The reactants are [CH3:1][C:2]1[N:7]=[C:6]([SH:8])[N:5]=[C:4]([OH:9])[CH:3]=1.C(=O)([O-])[O-].[K+].[K+].Br[CH2:17][C:18]1[N:22]([CH3:23])[C:21]([CH3:24])=[N:20][CH:19]=1. The catalyst is CN(C=O)C. The product is [CH3:23][N:22]1[C:18]([CH2:17][S:8][C:6]2[N:5]=[C:4]([OH:9])[CH:3]=[C:2]([CH3:1])[N:7]=2)=[CH:19][N:20]=[C:21]1[CH3:24]. The yield is 0.210. (5) The reactants are [Cl:1][C:2]1[C:23]([Cl:24])=[CH:22][C:5]2[O:6][C@H:7]([CH2:10]OS(C3C=CC(C)=CC=3)(=O)=O)[CH2:8][O:9][C:4]=2[CH:3]=1.[C:25]1(=[O:35])[NH:29][C:28](=[O:30])[C:27]2=[CH:31][CH:32]=[CH:33][CH:34]=[C:26]12.[K].O. The catalyst is CN(C=O)C. The product is [Cl:1][C:2]1[C:23]([Cl:24])=[CH:22][C:5]2[O:6][C@@H:7]([CH2:10][N:29]3[C:25](=[O:35])[C:26]4[C:27](=[CH:31][CH:32]=[CH:33][CH:34]=4)[C:28]3=[O:30])[CH2:8][O:9][C:4]=2[CH:3]=1. The yield is 0.800. (6) The reactants are [CH3:1][N:2]([C@@H:10]1[CH2:15][CH2:14][CH2:13][NH:12][CH2:11]1)[C:3](=[O:9])[O:4][C:5]([CH3:8])([CH3:7])[CH3:6].[Br:16][C:17]1[C:18](F)=[C:19]2[C:25]([NH:26][C:27](=[O:31])[CH:28]([CH3:30])[CH3:29])=[CH:24][NH:23][C:20]2=[N:21][CH:22]=1.CC#N.O. The catalyst is CCCCO.O. The product is [Br:16][C:17]1[C:18]([N:12]2[CH2:13][CH2:14][CH2:15][C@@H:10]([N:2]([CH3:1])[C:3](=[O:9])[O:4][C:5]([CH3:8])([CH3:6])[CH3:7])[CH2:11]2)=[C:19]2[C:25]([NH:26][C:27](=[O:31])[CH:28]([CH3:29])[CH3:30])=[CH:24][NH:23][C:20]2=[N:21][CH:22]=1. The yield is 0.130. (7) The product is [Cl:1][CH2:2][C:3]([C:19]1[CH:18]=[CH:17][C:16]([F:15])=[CH:21][C:20]=1[F:22])([OH:14])[CH:4]([O:6][Si:7]([C:10]([CH3:13])([CH3:12])[CH3:11])([CH3:8])[CH3:9])[CH3:5]. The yield is 0.680. The reactants are [Cl:1][CH2:2][C:3](=[O:14])[C@H:4]([O:6][Si:7]([C:10]([CH3:13])([CH3:12])[CH3:11])([CH3:9])[CH3:8])[CH3:5].[F:15][C:16]1[CH:21]=[C:20]([F:22])[CH:19]=[CH:18][C:17]=1[Mg]Br.[Cl-].[NH4+].O. The catalyst is C1COCC1.